Dataset: Experimentally validated miRNA-target interactions with 360,000+ pairs, plus equal number of negative samples. Task: Binary Classification. Given a miRNA mature sequence and a target amino acid sequence, predict their likelihood of interaction. (1) The miRNA is hsa-miR-6506-5p with sequence ACUGGGAUGUCACUGAAUAUGGU. The protein sequence of the target gene is MSISSDEVNFLVYRYLQESGFSHSAFTFGIESHISQSNINGALVPPAALISIIQKGLQYVEAEVSINEDGTLFDGRPIESLSLIDAVMPDVVQTRQQAYRDKLAQQQAAAAAAAAAAASQQGSAKNGENTANGEENGAHTIANNHTDMMEVDGDVEIPPNKAVVLRGHESEVFICAWNPVSDLLASGSGDSTARIWNLSENSTSGSTQLVLRHCIREGGQDVPSNKDVTSLDWNSEGTLLATGSYDGFARIWTKDGNLASTLGQHKGPIFALKWNKKGNFILSAGVDKTTIIWDAHTGEA.... Result: 1 (interaction). (2) The miRNA is ath-miR172d-3p with sequence AGAAUCUUGAUGAUGCUGCAG. The protein sequence of the target gene is MAAPVLRCVRKLLKLVDFTPVPRRYRYKKKWATTEPQFTASRLALQNFDMTYSVQFGDLWPSIRVSLLSEQKYGALVNNFAAWDSVSAKLEQLSAKDFVSEAISHQKLEPESGLSPTPSLDCSPNLRCFTFSRGDVSRFPPARLGSLGLMDYYLMDAASLLPVLALGLQHGDTVLDLCAAPGGKTLALLQTGCCRNLAANDLSTSRTGRLQKVLHSYVPQDIREGNQVRVTSWDGRKWGELEGDTYDRVLVDVPCTTDRHSLHEEENNIFQRSRKKERQMLPMLQVQLLAAGLLATKPGG.... Result: 0 (no interaction). (3) The miRNA is hsa-miR-6731-5p with sequence UGGGAGAGCAGGGUAUUGUGGA. The protein sequence of the target gene is MWGLLIWTLLALHQIRAARAQDDVSPYFKTEPVRTQVHLEGNRLVLTCMAEGSWPLEFKWLHNNRELTKFSLEYRYMITSLDRTHAGFYRCIVRNRMGALLQRQTEVQVAYMGSFEEGEKHQSVSHGEAAVIRAPRIASFPQPQVTWFRDGRKIPPSSRIAITLENTLVILSTVAPDAGRYYVQAVNDKNGDNKTSQPITLTVENVGGPADPIAPTIIIPPKNTSVVAGTSEVTLECVANARPLIKLHIIWKKDGVLLSGGISDHNRRLTIPNPTGSDAGYYECEAVLRSSSVPSVVRGA.... Result: 1 (interaction). (4) The miRNA is mmu-miR-466o-3p with sequence UACAUACAUGCACACAUAAGAC. The protein sequence of the target gene is MRTEAQVPALQPPEPGLEGAMGHRTLVLPWVLLTLCVTAGTPEVWVQVRMEATELSSFTIRCGFLGSGSISLVTVSWGGPNGAGGTTLAVLHPERGIRQWAPARQARWETQSSISLILEGSGASSPCANTTFCCKFASFPEGSWEACGSLPPSSDPGLSAPPTPAPILRADLAGILGVSGVLLFGCVYLLHLLRRHKHRPAPRLQPSRTSPQAPRARAWAPSQASQAALHVPYATINTSCRPATLDTAHPHGGPSWWASLPTHAAHRPQGPAAWASTPIPARGSFVSVENGLYAQAGERP.... Result: 0 (no interaction).